From a dataset of Retrosynthesis with 50K atom-mapped reactions and 10 reaction types from USPTO. Predict the reactants needed to synthesize the given product. Given the product CCOC(=O)C(Cc1cc(C2CCCN2C(=O)OC(C)(C)C)no1)NC(=O)c1c(Cl)cccc1Cl, predict the reactants needed to synthesize it. The reactants are: CCOC(=O)C(N)Cc1cc(C2CCCN2C(=O)OC(C)(C)C)no1.O=C(Cl)c1c(Cl)cccc1Cl.